From a dataset of Peptide-MHC class II binding affinity with 134,281 pairs from IEDB. Regression. Given a peptide amino acid sequence and an MHC pseudo amino acid sequence, predict their binding affinity value. This is MHC class II binding data. (1) The peptide sequence is TACLSKAYANMWSLM. The MHC is DRB1_1301 with pseudo-sequence DRB1_1301. The binding affinity (normalized) is 0.440. (2) The binding affinity (normalized) is 0.786. The peptide sequence is AALDAQAVELTARLN. The MHC is DRB4_0101 with pseudo-sequence DRB4_0103. (3) The peptide sequence is PRSLFPEFSELFAAF. The MHC is DRB1_1302 with pseudo-sequence DRB1_1302. The binding affinity (normalized) is 0.142. (4) The peptide sequence is PADKYRTFVATFGAA. The MHC is DRB1_1602 with pseudo-sequence DRB1_1602. The binding affinity (normalized) is 0.819. (5) The peptide sequence is VLTLGAAMVEIALGGKK. The MHC is DRB1_0301 with pseudo-sequence DRB1_0301. The binding affinity (normalized) is 0.453.